Dataset: Reaction yield outcomes from USPTO patents with 853,638 reactions. Task: Predict the reaction yield, written as a fraction of the theoretical maximum amount of product (1.0 means a 100% yield; for example, 0.34 means a 34% yield). (1) The reactants are [Br:1][C:2]1[CH:3]=[C:4]2[C:8](=[CH:9][CH:10]=1)[CH:7]([OH:11])[CH2:6][CH2:5]2.C(N(CC)CC)C.[Si:19](Cl)([C:22]([CH3:25])([CH3:24])[CH3:23])([CH3:21])[CH3:20]. The catalyst is CN(C)C=O.CN(C)C1C=CN=CC=1.CCOCC. The product is [Br:1][C:2]1[CH:3]=[C:4]2[C:8](=[CH:9][CH:10]=1)[CH:7]([O:11][Si:19]([C:22]([CH3:25])([CH3:24])[CH3:23])([CH3:21])[CH3:20])[CH2:6][CH2:5]2. The yield is 0.980. (2) The reactants are [CH2:1]([N:8]([CH2:28][C:29]1[CH:34]=[CH:33][C:32]([O:35][CH3:36])=[CH:31][CH:30]=1)[S:9]([C:12]1[CH:27]=[CH:26][C:15]([C:16]([O:18]CC2C=CC=CC=2)=[O:17])=[CH:14][CH:13]=1)(=[O:11])=[O:10])[C:2]1[CH:7]=[CH:6][CH:5]=[CH:4][CH:3]=1.[OH-].[Na+].Cl. The catalyst is C1COCC1.CO. The product is [CH2:1]([N:8]([CH2:28][C:29]1[CH:34]=[CH:33][C:32]([O:35][CH3:36])=[CH:31][CH:30]=1)[S:9]([C:12]1[CH:27]=[CH:26][C:15]([C:16]([OH:18])=[O:17])=[CH:14][CH:13]=1)(=[O:11])=[O:10])[C:2]1[CH:7]=[CH:6][CH:5]=[CH:4][CH:3]=1. The yield is 0.420. (3) The reactants are [NH2:1][C:2]1[CH:7]=[CH:6][CH:5]=[CH:4][CH:3]=1.Br[C:9]1[CH:17]=[CH:16][CH:15]=[C:14]2[C:10]=1[CH:11]=[CH:12][N:13]2[Si:18]([CH:25]([CH3:27])[CH3:26])([CH:22]([CH3:24])[CH3:23])[CH:19]([CH3:21])[CH3:20].C([O-])([O-])=O.[K+].[K+]. The catalyst is CC(O)(C)C. The product is [C:2]1([NH:1][C:9]2[CH:17]=[CH:16][CH:15]=[C:14]3[C:10]=2[CH:11]=[CH:12][N:13]3[Si:18]([CH:22]([CH3:24])[CH3:23])([CH:25]([CH3:27])[CH3:26])[CH:19]([CH3:20])[CH3:21])[CH:7]=[CH:6][CH:5]=[CH:4][CH:3]=1. The yield is 1.00. (4) The reactants are B.C1COCC1.[Br:7][C:8]1[CH:9]=[C:10]([CH:14]=[C:15]([I:17])[CH:16]=1)[C:11](O)=[O:12]. The catalyst is C1COCC1. The product is [Br:7][C:8]1[CH:9]=[C:10]([CH2:11][OH:12])[CH:14]=[C:15]([I:17])[CH:16]=1. The yield is 0.890. (5) The reactants are [CH3:1][O:2][C:3]1[C:11]2[O:10][C:9]([CH3:13])([CH3:12])[CH2:8][C:7]=2[C:6]([CH3:14])=[C:5]([N:15]2[CH2:20][CH2:19][NH:18][CH2:17][CH2:16]2)[C:4]=1[CH3:21].Br[C:23]1[CH:28]=[CH:27][C:26]([C:29]([F:32])([F:31])[F:30])=[CH:25][CH:24]=1. No catalyst specified. The product is [CH3:1][O:2][C:3]1[C:11]2[O:10][C:9]([CH3:13])([CH3:12])[CH2:8][C:7]=2[C:6]([CH3:14])=[C:5]([N:15]2[CH2:20][CH2:19][N:18]([C:23]3[CH:28]=[CH:27][C:26]([C:29]([F:32])([F:31])[F:30])=[CH:25][CH:24]=3)[CH2:17][CH2:16]2)[C:4]=1[CH3:21]. The yield is 0.400. (6) The reactants are N[CH:2]([CH2:6][C:7]([F:10])([F:9])[F:8])[C:3]([OH:5])=[O:4].[C:19](O[C:19]([O:21][C:22]([CH3:25])([CH3:24])[CH3:23])=[O:20])([O:21][C:22]([CH3:25])([CH3:24])[CH3:23])=[O:20]. The catalyst is C(Cl)Cl. The product is [C:22]([O:21][C:19]([CH:2]([CH2:6][C:7]([F:10])([F:9])[F:8])[C:3]([OH:5])=[O:4])=[O:20])([CH3:23])([CH3:24])[CH3:25]. The yield is 0.968. (7) The reactants are [NH2:1][C:2]1[N:10]=[C:9](I)[N:8]=[C:7]2[C:3]=1[N:4]=[CH:5][N:6]2[C@@H:12]1[O:16][C@H:15]([C:17]([NH:19][CH2:20][CH3:21])=[O:18])[C@@H:14]([OH:22])[C@H:13]1[OH:23].[CH2:24]([CH:27]1[CH2:32][CH2:31][CH:30]([C:33]([O:35][CH3:36])=[O:34])[CH2:29][CH2:28]1)[C:25]#[CH:26]. The catalyst is C(#N)C.[Cu]I.C1C=CC([P]([Pd]([P](C2C=CC=CC=2)(C2C=CC=CC=2)C2C=CC=CC=2)([P](C2C=CC=CC=2)(C2C=CC=CC=2)C2C=CC=CC=2)[P](C2C=CC=CC=2)(C2C=CC=CC=2)C2C=CC=CC=2)(C2C=CC=CC=2)C2C=CC=CC=2)=CC=1. The product is [CH3:21][CH2:20][NH:19][C:17]([C@H:15]1[O:16][C@@H:12]([N:6]2[C:7]3[N:8]=[C:9]([C:26]#[C:25][CH2:24][CH:27]4[CH2:32][CH2:31][CH:30]([C:33]([O:35][CH3:36])=[O:34])[CH2:29][CH2:28]4)[N:10]=[C:2]([NH2:1])[C:3]=3[N:4]=[CH:5]2)[C@H:13]([OH:23])[C@@H:14]1[OH:22])=[O:18]. The yield is 0.240. (8) The reactants are [CH:1](=O)[C:2]1[CH:7]=[CH:6][CH:5]=[CH:4][CH:3]=1.Br[CH2:10][N+:11]([O-:13])=[O:12].[ClH:14].CNC.[F-].[K+]. The catalyst is O. The product is [Cl:14][C:10]([N+:11]([O-:13])=[O:12])=[CH:1][C:2]1[CH:7]=[CH:6][CH:5]=[CH:4][CH:3]=1. The yield is 0.790. (9) The reactants are [F:1][C:2]1[CH:7]=[CH:6][CH:5]=[C:4](F)[C:3]=1[N+:9]([O-:11])=[O:10].[NH3:12].CO. The catalyst is O. The product is [F:1][C:2]1[C:3]([N+:9]([O-:11])=[O:10])=[C:4]([CH:5]=[CH:6][CH:7]=1)[NH2:12]. The yield is 0.510.